From a dataset of Forward reaction prediction with 1.9M reactions from USPTO patents (1976-2016). Predict the product of the given reaction. (1) Given the reactants I[C:2]1[CH:3]=[CH:4][C:5]2[N:6]([C:8]([CH3:19])=[C:9]([CH:11]3[CH2:13][CH:12]3[C:14]([O:16][CH2:17][CH3:18])=[O:15])[N:10]=2)[CH:7]=1.[Cl:20][C:21]1[CH:35]=[CH:34][C:24]([CH2:25][O:26][C:27]2[CH:32]=[CH:31][NH:30][C:29](=[O:33])[CH:28]=2)=[CH:23][CH:22]=1.C(=O)([O-])[O-].[K+].[K+].CN[C@@H]1CCCC[C@H]1NC, predict the reaction product. The product is: [Cl:20][C:21]1[CH:35]=[CH:34][C:24]([CH2:25][O:26][C:27]2[CH:32]=[CH:31][N:30]([C:2]3[CH:3]=[CH:4][C:5]4[N:6]([C:8]([CH3:19])=[C:9]([CH:11]5[CH2:13][CH:12]5[C:14]([O:16][CH2:17][CH3:18])=[O:15])[N:10]=4)[CH:7]=3)[C:29](=[O:33])[CH:28]=2)=[CH:23][CH:22]=1. (2) Given the reactants [CH:1](NC(C)C)([CH3:3])[CH3:2].C([Li])CCC.[O:13]=[C:14]1[O:18][CH2:17][C@H:16]([NH:19][C:20](=[O:29])[O:21][CH2:22][C:23]2[CH:28]=[CH:27][CH:26]=[CH:25][CH:24]=2)[CH2:15]1.C(Br)C=C.[Cl-].[NH4+], predict the reaction product. The product is: [CH2:22]([O:21][C:20](=[O:29])[NH:19][C@@H:16]1[C@@H:15]([CH2:3][CH:1]=[CH2:2])[C:14](=[O:13])[O:18][CH2:17]1)[C:23]1[CH:28]=[CH:27][CH:26]=[CH:25][CH:24]=1. (3) The product is: [F:27][C:28]([F:34])([F:33])[CH2:29][C:30]([NH:15][CH:11]1[C:12]2[C:8](=[CH:7][C:6](/[CH:5]=[CH:4]/[CH:3]([C:16]3[CH:17]=[C:18]([Cl:24])[C:19]([Cl:23])=[C:20]([Cl:22])[CH:21]=3)[C:2]([F:1])([F:25])[F:26])=[CH:14][CH:13]=2)[CH2:9][CH2:10]1)=[O:31]. Given the reactants [F:1][C:2]([F:26])([F:25])[CH:3]([C:16]1[CH:21]=[C:20]([Cl:22])[C:19]([Cl:23])=[C:18]([Cl:24])[CH:17]=1)/[CH:4]=[CH:5]/[C:6]1[CH:7]=[C:8]2[C:12](=[CH:13][CH:14]=1)[CH:11]([NH2:15])[CH2:10][CH2:9]2.[F:27][C:28]([F:34])([F:33])[CH2:29][C:30](O)=[O:31].CCN=C=NCCCN(C)C.Cl.C1C=CC2N(O)N=NC=2C=1.O.CCN(C(C)C)C(C)C, predict the reaction product. (4) Given the reactants C(OC(=O)[NH:7][C:8]1([CH2:16][CH2:17][C:18]2[CH:23]=[CH:22][CH:21]=[C:20]([CH2:24][CH2:25][C:26]3[CH:31]=[C:30]([O:32][CH3:33])[C:29]([O:34][CH3:35])=[C:28]([O:36][CH3:37])[CH:27]=3)[CH:19]=2)[CH2:13][O:12]C(C)(C)[O:10][CH2:9]1)(C)(C)C.C(OC(=O)NC1(CCC2C=CC(S(N3C4C(=CC=C(OC)C=4)C(C(=O)C4C=C(OC)C(OC)=C(OC)C=4)=C3)(=O)=O)=CC=2)COC(C)(C)OC1)(C)(C)C, predict the reaction product. The product is: [NH2:7][C:8]([CH2:16][CH2:17][C:18]1[CH:23]=[CH:22][CH:21]=[C:20]([CH2:24][CH2:25][C:26]2[CH:27]=[C:28]([O:36][CH3:37])[C:29]([O:34][CH3:35])=[C:30]([O:32][CH3:33])[CH:31]=2)[CH:19]=1)([CH2:13][OH:12])[CH2:9][OH:10]. (5) Given the reactants [CH:1]1[CH:2]=[CH:3][N:4]2[CH2:10][C:9]3[CH:11]=[CH:12][CH:13]=[CH:14][C:8]=3[NH:7][CH2:6][C:5]=12.C(N(CC)C(C)C)(C)C.[C:24]([C:32]1[CH:40]=[CH:39][C:35]([C:36](Cl)=[O:37])=[CH:34][CH:33]=1)(=[O:31])[C:25]1[CH:30]=[CH:29][CH:28]=[CH:27][CH:26]=1, predict the reaction product. The product is: [C:25]1([C:24]([C:32]2[CH:33]=[CH:34][C:35]([C:36]([N:7]3[C:8]4[CH:14]=[CH:13][CH:12]=[CH:11][C:9]=4[CH2:10][N:4]4[CH:3]=[CH:2][CH:1]=[C:5]4[CH2:6]3)=[O:37])=[CH:39][CH:40]=2)=[O:31])[CH:26]=[CH:27][CH:28]=[CH:29][CH:30]=1. (6) The product is: [CH3:8][O:9][C:10](=[O:30])[CH2:11][C:12]1[C:21]([CH3:22])=[C:20]([CH:23]2[CH2:24][CH2:25][N:26]([S:45]([CH:40]3[CH2:44][CH2:43][CH2:42][CH2:41]3)(=[O:47])=[O:46])[CH2:27][CH2:28]2)[C:19]2[C:14](=[CH:15][CH:16]=[C:17]([F:29])[CH:18]=2)[CH:13]=1. Given the reactants FC(F)(F)C(O)=O.[CH3:8][O:9][C:10](=[O:30])[CH2:11][C:12]1[C:21]([CH3:22])=[C:20]([CH:23]2[CH2:28][CH2:27][NH:26][CH2:25][CH2:24]2)[C:19]2[C:14](=[CH:15][CH:16]=[C:17]([F:29])[CH:18]=2)[CH:13]=1.C(N(CC)C(C)C)(C)C.[CH:40]1([S:45](Cl)(=[O:47])=[O:46])[CH2:44][CH2:43][CH2:42][CH2:41]1, predict the reaction product.